Dataset: Peptide-MHC class I binding affinity with 185,985 pairs from IEDB/IMGT. Task: Regression. Given a peptide amino acid sequence and an MHC pseudo amino acid sequence, predict their binding affinity value. This is MHC class I binding data. The peptide sequence is SCSFKVGHH. The MHC is HLA-A33:01 with pseudo-sequence HLA-A33:01. The binding affinity (normalized) is 0.